From a dataset of Peptide-MHC class II binding affinity with 134,281 pairs from IEDB. Regression. Given a peptide amino acid sequence and an MHC pseudo amino acid sequence, predict their binding affinity value. This is MHC class II binding data. The MHC is HLA-DQA10201-DQB10402 with pseudo-sequence HLA-DQA10201-DQB10402. The binding affinity (normalized) is 0.522. The peptide sequence is NPFFAVTALTIAYLVKK.